Predict which catalyst facilitates the given reaction. From a dataset of Catalyst prediction with 721,799 reactions and 888 catalyst types from USPTO. (1) Reactant: [CH2:1]([O:8][CH:9]([CH3:21])[CH2:10][O:11][CH2:12][CH2:13][O:14]C1CCCCO1)[C:2]1[CH:7]=[CH:6][CH:5]=[CH:4][CH:3]=1.C1(C)C=CC(S([O-])(=O)=O)=CC=1.[NH+]1C=CC=CC=1.C(=O)([O-])O.[Na+]. Product: [CH2:1]([O:8][CH:9]([CH3:21])[CH2:10][O:11][CH2:12][CH2:13][OH:14])[C:2]1[CH:7]=[CH:6][CH:5]=[CH:4][CH:3]=1. The catalyst class is: 5. (2) Reactant: [O:1]=[C:2]1[C:8]([NH:9][C:10](=[O:18])[C:11]2[CH:16]=[CH:15][CH:14]=[N:13][C:12]=2[OH:17])=[CH:7][C:6](=[O:19])[CH:5]2[CH:3]1[O:4]2.C(O[BH-](OC(=O)C)OC(=O)C)(=O)C.[Na+]. Product: [OH:17][C:12]1[N:13]=[CH:14][CH:15]=[CH:16][C:11]=1[C:10]([NH:9][C:8]1[CH:2]([OH:1])[CH:3]2[CH:5]([C:6](=[O:19])[CH:7]=1)[O:4]2)=[O:18]. The catalyst class is: 5. (3) Product: [C:30]([O:33][CH2:34][C:35]([N:1]([C:35](=[O:36])[CH2:34][O:33][C:30](=[O:32])[CH3:31])[C:2]1[CH:7]=[C:6]([CH2:8][S:9][C:10]2[C:15]([C:16]([NH:18][C:19]3[CH:24]=[CH:23][C:22]([O:25][C:26]([F:28])([F:29])[F:27])=[CH:21][CH:20]=3)=[O:17])=[CH:14][CH:13]=[CH:12][N:11]=2)[CH:5]=[CH:4][N:3]=1)=[O:36])(=[O:32])[CH3:31]. The catalyst class is: 300. Reactant: [NH2:1][C:2]1[CH:7]=[C:6]([CH2:8][S:9][C:10]2[C:15]([C:16]([NH:18][C:19]3[CH:24]=[CH:23][C:22]([O:25][C:26]([F:29])([F:28])[F:27])=[CH:21][CH:20]=3)=[O:17])=[CH:14][CH:13]=[CH:12][N:11]=2)[CH:5]=[CH:4][N:3]=1.[C:30]([O:33][CH2:34][C:35](Cl)=[O:36])(=[O:32])[CH3:31]. (4) Reactant: [O:1]=[C:2]1[CH2:7][CH2:6][N:5]([C:8]2[CH:13]=[CH:12][C:11]([N:14]3[CH2:18][C@H:17]([CH2:19][NH:20][C:21](=[O:23])[CH3:22])[O:16][C:15]3=[O:24])=[CH:10][CH:9]=2)[CH2:4][CH2:3]1.[BH4-].[Na+]. Product: [OH:1][CH:2]1[CH2:3][CH2:4][N:5]([C:8]2[CH:9]=[CH:10][C:11]([N:14]3[CH2:18][C@H:17]([CH2:19][NH:20][C:21](=[O:23])[CH3:22])[O:16][C:15]3=[O:24])=[CH:12][CH:13]=2)[CH2:6][CH2:7]1. The catalyst class is: 5. (5) Product: [C:13]([C:12]1[C:2]([N:15]2[CH2:20][CH2:19][CH:18]([CH2:21][C:22]([OH:24])=[O:23])[CH2:17][CH2:16]2)=[N:3][C:4]([CH3:25])=[C:5]([C:6]([O:8][CH2:9][CH3:10])=[O:7])[CH:11]=1)#[N:14]. The catalyst class is: 2. Reactant: Cl[C:2]1[C:12]([C:13]#[N:14])=[CH:11][C:5]([C:6]([O:8][CH2:9][CH3:10])=[O:7])=[CH:4][N:3]=1.[NH:15]1[CH2:20][CH2:19][CH:18]([CH2:21][C:22]([OH:24])=[O:23])[CH2:17][CH2:16]1.[CH3:25]CN(C(C)C)C(C)C.